From a dataset of Forward reaction prediction with 1.9M reactions from USPTO patents (1976-2016). Predict the product of the given reaction. (1) Given the reactants [CH3:1][O:2][C:3]1[CH:39]=[CH:38][C:6]([CH2:7][N:8]2[C:12]3=[N:13][CH:14]=[CH:15][C:16]([O:17][C:18]4[CH:27]=[CH:26][C:21]([C:22]([O:24]C)=[O:23])=[CH:20][CH:19]=4)=[C:11]3[C:10]([NH:28][C@@H:29]3[CH2:33][CH2:32][N:31]([C:34](=[O:37])[CH2:35][CH3:36])[CH2:30]3)=[N:9]2)=[CH:5][CH:4]=1.[OH-].[Na+], predict the reaction product. The product is: [CH3:1][O:2][C:3]1[CH:4]=[CH:5][C:6]([CH2:7][N:8]2[C:12]3=[N:13][CH:14]=[CH:15][C:16]([O:17][C:18]4[CH:19]=[CH:20][C:21]([C:22]([OH:24])=[O:23])=[CH:26][CH:27]=4)=[C:11]3[C:10]([NH:28][C@@H:29]3[CH2:33][CH2:32][N:31]([C:34](=[O:37])[CH2:35][CH3:36])[CH2:30]3)=[N:9]2)=[CH:38][CH:39]=1. (2) Given the reactants [Cl:1][C:2]1[C:7]([C:8](O)=[O:9])=[CH:6][N:5]=[C:4]2[N:11]([CH2:14][O:15][CH2:16][CH2:17][Si:18]([CH3:21])([CH3:20])[CH3:19])[CH:12]=[CH:13][C:3]=12.[NH3:22].CO.[Cl-].[Na+], predict the reaction product. The product is: [Cl:1][C:2]1[C:7]([C:8]([NH2:22])=[O:9])=[CH:6][N:5]=[C:4]2[N:11]([CH2:14][O:15][CH2:16][CH2:17][Si:18]([CH3:21])([CH3:20])[CH3:19])[CH:12]=[CH:13][C:3]=12. (3) The product is: [CH3:21][N:18]([CH3:17])[CH:9]1[CH2:8][C:7]2[C:11](=[CH:12][CH:13]=[C:5]([N+:2]([O-:4])=[O:3])[CH:6]=2)[CH2:10]1. Given the reactants Cl.[N+:2]([C:5]1[CH:6]=[C:7]2[C:11](=[CH:12][CH:13]=1)[CH2:10][CH:9](N)[CH2:8]2)([O-:4])=[O:3].C=O.[C:17]([BH3-])#[N:18].[Na+].[CH3:21]C(O)=O, predict the reaction product.